From a dataset of Full USPTO retrosynthesis dataset with 1.9M reactions from patents (1976-2016). Predict the reactants needed to synthesize the given product. (1) Given the product [CH2:27]([O:26][C@H:14]1[C@H:13]([CH3:34])[O:12][C@@H:11]([O:35][C@@H:36]2[C@H:45]([O:46][CH2:47][C:48]3[CH:53]=[CH:52][CH:51]=[CH:50][CH:49]=3)[C@@H:44]([O:54][CH2:55][C:56]3[CH:57]=[CH:58][CH:59]=[CH:60][CH:61]=3)[C@H:43]([CH3:62])[O:42][C@H:37]2[O:38][CH2:39][CH:40]=[CH2:41])[C@H:10]([OH:9])[C@@H:15]1[O:16][CH2:17][C:18]1[CH:23]=[CH:22][C:21]([O:24][CH3:25])=[CH:20][CH:19]=1)[C:28]1[CH:33]=[CH:32][CH:31]=[CH:30][CH:29]=1, predict the reactants needed to synthesize it. The reactants are: C([O:9][C@@H:10]1[C@H:15]([O:16][CH2:17][C:18]2[CH:23]=[CH:22][C:21]([O:24][CH3:25])=[CH:20][CH:19]=2)[C@@H:14]([O:26][CH2:27][C:28]2[CH:33]=[CH:32][CH:31]=[CH:30][CH:29]=2)[C@H:13]([CH3:34])[O:12][C@H:11]1[O:35][C@@H:36]1[C@H:45]([O:46][CH2:47][C:48]2[CH:53]=[CH:52][CH:51]=[CH:50][CH:49]=2)[C@@H:44]([O:54][CH2:55][C:56]2[CH:61]=[CH:60][CH:59]=[CH:58][CH:57]=2)[C@H:43]([CH3:62])[O:42][C@H:37]1[O:38][CH2:39][CH:40]=[CH2:41])(=O)C1C=CC=CC=1.CO[Na]. (2) The reactants are: C([Li:5])CCC.[CH3:6][C:7]1([CH3:15])[CH2:12][CH2:11][CH2:10][C:9]([CH3:14])([CH3:13])[NH:8]1. Given the product [Li:5][N:8]1[C:9]([CH3:14])([CH3:13])[CH2:10][CH2:11][CH2:12][C:7]1([CH3:15])[CH3:6], predict the reactants needed to synthesize it. (3) Given the product [CH2:65]([O:64][C:63](=[O:72])[NH:9][CH2:8][CH:10]1[CH2:14][C:13]2[CH:15]=[CH:16][CH:17]=[C:18]([C:19]3[CH:24]=[C:23]([Cl:36])[CH:22]=[CH:21][C:20]=3[CH3:26])[C:12]=2[O:11]1)[C:66]1[CH:71]=[CH:70][CH:69]=[CH:68][CH:67]=1, predict the reactants needed to synthesize it. The reactants are: C([CH:8]([CH:10]1[CH2:14][C:13]2[CH:15]=[CH:16][CH:17]=[C:18]([C:19]3[CH:24]=[CH:23][C:22](Cl)=[CH:21][C:20]=3[CH3:26])[C:12]=2[O:11]1)[NH2:9])C1C=CC=CC=1.C(N(C(C)C)CC)(C)C.[Cl:36]C(OCC1C=CC=CC=1)=O.C1(C2C3OC(CN[C:63](=[O:72])[O:64][CH2:65][C:66]4[CH:71]=[CH:70][CH:69]=[CH:68][CH:67]=4)CC=3C=CC=2)CCCC1. (4) Given the product [F:11][C:10]1[CH:9]=[C:8]2[C:4](=[CH:3][C:2]=1[F:1])[C:5](=[O:13])[NH:6][CH2:7]2, predict the reactants needed to synthesize it. The reactants are: [F:1][C:2]1[CH:3]=[C:4]2[C:8](=[CH:9][C:10]=1[F:11])[C:7](=O)[NH:6][CH:5]2[OH:13].FC(F)(F)C(O)=O.C([SiH](CC)CC)C.